This data is from NCI-60 drug combinations with 297,098 pairs across 59 cell lines. The task is: Regression. Given two drug SMILES strings and cell line genomic features, predict the synergy score measuring deviation from expected non-interaction effect. (1) Drug 1: C1=NC2=C(N1)C(=S)N=C(N2)N. Drug 2: CC1CCCC2(C(O2)CC(NC(=O)CC(C(C(=O)C(C1O)C)(C)C)O)C(=CC3=CSC(=N3)C)C)C. Cell line: OVCAR-5. Synergy scores: CSS=27.2, Synergy_ZIP=-5.01, Synergy_Bliss=-5.97, Synergy_Loewe=-6.81, Synergy_HSA=-6.71. (2) Drug 1: C1=C(C(=O)NC(=O)N1)N(CCCl)CCCl. Drug 2: C1C(C(OC1N2C=NC3=C(N=C(N=C32)Cl)N)CO)O. Cell line: NCIH23. Synergy scores: CSS=35.8, Synergy_ZIP=-1.09, Synergy_Bliss=-3.73, Synergy_Loewe=-4.66, Synergy_HSA=-3.44. (3) Drug 2: CC(C)CN1C=NC2=C1C3=CC=CC=C3N=C2N. Cell line: T-47D. Synergy scores: CSS=4.24, Synergy_ZIP=-1.09, Synergy_Bliss=-0.623, Synergy_Loewe=0.302, Synergy_HSA=0.0974. Drug 1: C1CNP(=O)(OC1)N(CCCl)CCCl. (4) Drug 2: CCC(=C(C1=CC=CC=C1)C2=CC=C(C=C2)OCCN(C)C)C3=CC=CC=C3.C(C(=O)O)C(CC(=O)O)(C(=O)O)O. Synergy scores: CSS=-1.03, Synergy_ZIP=-1.15, Synergy_Bliss=-2.92, Synergy_Loewe=-2.20, Synergy_HSA=-2.15. Drug 1: CC1=CC2C(CCC3(C2CCC3(C(=O)C)OC(=O)C)C)C4(C1=CC(=O)CC4)C. Cell line: SK-OV-3. (5) Drug 1: CC12CCC3C(C1CCC2O)C(CC4=C3C=CC(=C4)O)CCCCCCCCCS(=O)CCCC(C(F)(F)F)(F)F. Drug 2: CCC1=C2CN3C(=CC4=C(C3=O)COC(=O)C4(CC)O)C2=NC5=C1C=C(C=C5)O. Cell line: CCRF-CEM. Synergy scores: CSS=55.2, Synergy_ZIP=9.65, Synergy_Bliss=7.27, Synergy_Loewe=-54.7, Synergy_HSA=-2.64. (6) Drug 1: C1CCC(CC1)NC(=O)N(CCCl)N=O. Drug 2: C1CC(C1)(C(=O)O)C(=O)O.[NH2-].[NH2-].[Pt+2]. Cell line: HCT-15. Synergy scores: CSS=30.8, Synergy_ZIP=-6.02, Synergy_Bliss=-1.87, Synergy_Loewe=-2.07, Synergy_HSA=-1.82. (7) Drug 1: CC12CCC3C(C1CCC2=O)CC(=C)C4=CC(=O)C=CC34C. Drug 2: CC1C(C(CC(O1)OC2CC(CC3=C2C(=C4C(=C3O)C(=O)C5=C(C4=O)C(=CC=C5)OC)O)(C(=O)C)O)N)O.Cl. Cell line: OVCAR-8. Synergy scores: CSS=65.6, Synergy_ZIP=-3.60, Synergy_Bliss=0.462, Synergy_Loewe=0.479, Synergy_HSA=0.839. (8) Drug 1: C1=CC(=CC=C1CC(C(=O)O)N)N(CCCl)CCCl.Cl. Cell line: CAKI-1. Drug 2: CCC1(CC2CC(C3=C(CCN(C2)C1)C4=CC=CC=C4N3)(C5=C(C=C6C(=C5)C78CCN9C7C(C=CC9)(C(C(C8N6C)(C(=O)OC)O)OC(=O)C)CC)OC)C(=O)OC)O.OS(=O)(=O)O. Synergy scores: CSS=35.2, Synergy_ZIP=-11.2, Synergy_Bliss=-9.08, Synergy_Loewe=-24.3, Synergy_HSA=-3.73.